From a dataset of Full USPTO retrosynthesis dataset with 1.9M reactions from patents (1976-2016). Predict the reactants needed to synthesize the given product. (1) Given the product [CH3:19][S:16]([CH2:15][CH2:14][N:11]1[CH2:12][CH2:13][NH:8][CH2:9][C:10]1([CH3:21])[CH3:20])(=[O:17])=[O:18], predict the reactants needed to synthesize it. The reactants are: C(OC([N:8]1[CH2:13][CH2:12][N:11]([CH2:14][CH2:15][S:16]([CH3:19])(=[O:18])=[O:17])[C:10]([CH3:21])([CH3:20])[CH2:9]1)=O)(C)(C)C.C(O)(C(F)(F)F)=O. (2) Given the product [C:11]([C:9]1[Se:10][C:3]2[C:2]([NH:15][C:16]3[CH:20]=[C:19]([C:21]([CH3:24])([CH3:22])[CH3:23])[Se:18][C:17]=3[C:25]([NH2:27])=[O:26])=[N:7][CH:6]=[N:5][C:4]=2[CH:8]=1)([CH3:14])([CH3:13])[CH3:12], predict the reactants needed to synthesize it. The reactants are: Cl[C:2]1[C:3]2[Se:10][C:9]([C:11]([CH3:14])([CH3:13])[CH3:12])=[CH:8][C:4]=2[N:5]=[CH:6][N:7]=1.[NH2:15][C:16]1[CH:20]=[C:19]([C:21]([CH3:24])([CH3:23])[CH3:22])[Se:18][C:17]=1[C:25]([NH2:27])=[O:26].CN(C=O)C.[OH-].[Na+]. (3) Given the product [Si:1]([O:8][CH2:9][C@H:10]1[C@H:14]([O:15][CH:16]2[CH2:21][CH2:20][CH2:19][CH2:18][O:17]2)[CH2:13][C@H:12]([OH:22])[C@@H:11]1[CH2:23]/[CH:24]=[CH:25]\[CH2:26][CH2:27][CH2:28][C:29]([O:31][CH3:32])=[O:30])([C:4]([CH3:7])([CH3:6])[CH3:5])([CH3:3])[CH3:2], predict the reactants needed to synthesize it. The reactants are: [Si:1]([O:8][CH2:9][C@H:10]1[C@H:14]([O:15][CH:16]2[CH2:21][CH2:20][CH2:19][CH2:18][O:17]2)[CH2:13][C@H:12]([OH:22])[C@@H:11]1[CH2:23]/[CH:24]=[CH:25]\[CH2:26][CH2:27][CH2:28][C:29]([OH:31])=[O:30])([C:4]([CH3:7])([CH3:6])[CH3:5])([CH3:3])[CH3:2].[C:32]1(C2CCCCCCCCCC=2)CCCCCCCCNN=1.CI. (4) Given the product [F:17][C:18]1[CH:23]=[CH:22][C:21]([C:2]2[N:7]=[C:6]([C:8]([OH:10])=[O:9])[CH:5]=[CH:4][CH:3]=2)=[CH:20][CH:19]=1, predict the reactants needed to synthesize it. The reactants are: Br[C:2]1[N:7]=[C:6]([C:8]([OH:10])=[O:9])[CH:5]=[CH:4][CH:3]=1.C([O-])([O-])=O.[Na+].[Na+].[F:17][C:18]1[CH:23]=[CH:22][C:21](B2OCC(C)(C)CO2)=[CH:20][CH:19]=1.CCO.